Dataset: Forward reaction prediction with 1.9M reactions from USPTO patents (1976-2016). Task: Predict the product of the given reaction. (1) Given the reactants [OH-].[K+].[N+:3]([C:6]1[CH:11]=[CH:10][C:9]([SH:12])=[CH:8][CH:7]=1)([O-:5])=[O:4].Br[CH2:14][CH2:15][CH2:16][Cl:17], predict the reaction product. The product is: [Cl:17][CH2:16][CH2:15][CH2:14][S:12][C:9]1[CH:10]=[CH:11][C:6]([N+:3]([O-:5])=[O:4])=[CH:7][CH:8]=1. (2) The product is: [Cl:18][C:16]1[CH:15]=[C:11]([CH:10]=[C:9]([N:6]2[CH2:5][CH2:4][CH:3]([NH:2][C:27]([C:22]3[NH:23][C:24]([CH2:25][CH3:26])=[C:20]([Cl:19])[CH:21]=3)=[O:28])[CH2:8][CH2:7]2)[N:17]=1)[C:12]([NH2:14])=[O:13]. Given the reactants Cl.[NH2:2][CH:3]1[CH2:8][CH2:7][N:6]([C:9]2[CH:10]=[C:11]([CH:15]=[C:16]([Cl:18])[N:17]=2)[C:12]([NH2:14])=[O:13])[CH2:5][CH2:4]1.[Cl:19][C:20]1[CH:21]=[C:22]([C:27](O)=[O:28])[NH:23][C:24]=1[CH2:25][CH3:26], predict the reaction product. (3) Given the reactants [CH3:1][O:2][C:3]1[CH:4]=[C:5]([C:11]2[C@@H:20]3[C@@H:15]([CH2:16][CH2:17][CH2:18][CH2:19]3)[C:14](=[O:21])[N:13]([CH:22]3[CH2:27][CH2:26][N:25]([C:28](=[O:42])[C@H:29]([NH:34]C(=O)OC(C)(C)C)[CH2:30][CH:31]([CH3:33])[CH3:32])[CH2:24][CH2:23]3)[N:12]=2)[CH:6]=[CH:7][C:8]=1[O:9][CH3:10], predict the reaction product. The product is: [NH2:34][C@H:29]([CH2:30][CH:31]([CH3:33])[CH3:32])[C:28]([N:25]1[CH2:24][CH2:23][CH:22]([N:13]2[N:12]=[C:11]([C:5]3[CH:6]=[CH:7][C:8]([O:9][CH3:10])=[C:3]([O:2][CH3:1])[CH:4]=3)[C@@H:20]3[C@@H:15]([CH2:16][CH2:17][CH2:18][CH2:19]3)[C:14]2=[O:21])[CH2:27][CH2:26]1)=[O:42]. (4) Given the reactants [Br:1][C:2]1[NH:6][N:5]=[C:4]([C:7]([F:10])([F:9])[F:8])[CH:3]=1.C(=O)([O-])[O-].[K+].[K+].I[CH2:18][C:19]([O:21][CH2:22][CH3:23])=[O:20], predict the reaction product. The product is: [Br:1][C:2]1[N:6]([CH2:18][C:19]([O:21][CH2:22][CH3:23])=[O:20])[N:5]=[C:4]([C:7]([F:10])([F:9])[F:8])[CH:3]=1. (5) The product is: [Cl:1][C:2]1[CH:7]=[CH:6][N:5]2[N:8]=[CH:9][C:10]([C:11]([NH:20][CH:14]3[CH2:19][CH2:18][CH2:17][CH2:16][CH2:15]3)=[O:12])=[C:4]2[N:3]=1. Given the reactants [Cl:1][C:2]1[CH:7]=[CH:6][N:5]2[N:8]=[CH:9][C:10]([C:11](Cl)=[O:12])=[C:4]2[N:3]=1.[CH:14]1([NH2:20])[CH2:19][CH2:18][CH2:17][CH2:16][CH2:15]1, predict the reaction product. (6) Given the reactants [Cl:1][C:2]1[CH:3]=[C:4]([NH:9][C:10]2[N:15]=[C:14]([N:16]3[CH:20]=[CH:19][C:18]([C:21]([F:24])([F:23])[F:22])=[N:17]3)[C:13]([C:25]3[CH:26]=[C:27]([C:38]([O:40]C)=[O:39])[C:28]([O:31][CH:32]4[CH2:36][CH2:35][N:34]([CH3:37])[CH2:33]4)=[N:29][CH:30]=3)=[CH:12][N:11]=2)[CH:5]=[CH:6][C:7]=1[F:8].O.[OH-].[Ba+2].[OH-].Cl, predict the reaction product. The product is: [Cl:1][C:2]1[CH:3]=[C:4]([NH:9][C:10]2[N:15]=[C:14]([N:16]3[CH:20]=[CH:19][C:18]([C:21]([F:22])([F:23])[F:24])=[N:17]3)[C:13]([C:25]3[CH:26]=[C:27]([C:38]([OH:40])=[O:39])[C:28]([O:31][CH:32]4[CH2:36][CH2:35][N:34]([CH3:37])[CH2:33]4)=[N:29][CH:30]=3)=[CH:12][N:11]=2)[CH:5]=[CH:6][C:7]=1[F:8]. (7) Given the reactants Br[C:2]1[CH:3]=[C:4]([NH:13][CH2:14][CH3:15])[C:5]([CH3:12])=[C:6]([CH:11]=1)[C:7]([O:9][CH3:10])=[O:8].CC1(C)C(C)(C)OB([C:24]2[CH:36]=[CH:35][C:27]([CH2:28][N:29]3[CH2:34][CH2:33][O:32][CH2:31][CH2:30]3)=[CH:26][CH:25]=2)O1.C([O-])([O-])=O.[Na+].[Na+], predict the reaction product. The product is: [CH2:14]([NH:13][C:4]1[C:5]([CH3:12])=[C:6]([C:7]([O:9][CH3:10])=[O:8])[CH:11]=[C:2]([C:24]2[CH:25]=[CH:26][C:27]([CH2:28][N:29]3[CH2:34][CH2:33][O:32][CH2:31][CH2:30]3)=[CH:35][CH:36]=2)[CH:3]=1)[CH3:15].